Dataset: Reaction yield outcomes from USPTO patents with 853,638 reactions. Task: Predict the reaction yield, written as a fraction of the theoretical maximum amount of product (1.0 means a 100% yield; for example, 0.34 means a 34% yield). (1) The reactants are CCN(CC)CC.[CH3:8][Si:9]([C:12]#[CH:13])([CH3:11])[CH3:10].[CH3:14][N:15]([CH3:35])[C:16]1[CH:25]=[C:24]2[C:19]([C:20](OS(C(F)(F)F)(=O)=O)=[CH:21][C:22](=[O:26])[O:23]2)=[CH:18][CH:17]=1. The catalyst is CN(C=O)C.O.Cl[Pd](Cl)([P](C1C=CC=CC=1)(C1C=CC=CC=1)C1C=CC=CC=1)[P](C1C=CC=CC=1)(C1C=CC=CC=1)C1C=CC=CC=1.[Cu]I. The product is [CH3:14][N:15]([CH3:35])[C:16]1[CH:25]=[C:24]2[C:19]([C:20]([C:13]#[C:12][Si:9]([CH3:11])([CH3:10])[CH3:8])=[CH:21][C:22](=[O:26])[O:23]2)=[CH:18][CH:17]=1. The yield is 0.900. (2) The reactants are [Cl:1][C:2]1[CH:3]=[CH:4][C:5]([CH:8]([OH:15])C2C=CC=CC=2)=[N:6][CH:7]=1.Cl[C:17]1[CH:22]=[CH:21][N+:20]([O-:23])=[CH:19][CH:18]=1. No catalyst specified. The product is [Cl:1][C:2]1[CH:3]=[CH:4][C:5]([CH2:8][O:15][C:17]2[CH:22]=[CH:21][N+:20]([O-:23])=[CH:19][CH:18]=2)=[N:6][CH:7]=1. The yield is 0.400. (3) The reactants are FC(F)(F)C(O)=O.[NH2:8][CH2:9][C:10]1[NH:11][C:12](=[O:35])[C:13]2[C:14](=[N:16][N:17]([CH2:26][C:27]3[CH:32]=[CH:31][C:30]([O:33][CH3:34])=[CH:29][CH:28]=3)[C:18]=2[NH:19][C:20]2[CH:25]=[CH:24][CH:23]=[CH:22][CH:21]=2)[N:15]=1.[Cl:36][CH2:37][CH:38]=O.[BH3-]C#N.[Na+]. The catalyst is CO. The product is [Cl:36][CH2:37][CH2:38][NH:8][CH2:9][C:10]1[NH:11][C:12](=[O:35])[C:13]2[C:14](=[N:16][N:17]([CH2:26][C:27]3[CH:28]=[CH:29][C:30]([O:33][CH3:34])=[CH:31][CH:32]=3)[C:18]=2[NH:19][C:20]2[CH:25]=[CH:24][CH:23]=[CH:22][CH:21]=2)[N:15]=1. The yield is 0.250. (4) The reactants are C(O)(C(F)(F)F)=O.[CH3:8][CH:9]([CH3:27])[CH2:10][CH2:11][NH:12][C:13]([C:15]1[N:16]=[N:17][C:18]([N:21]2[CH2:26][CH2:25][NH:24][CH2:23][CH2:22]2)=[CH:19][CH:20]=1)=[O:14].[F:28][C:29]([F:37])([F:36])[CH2:30][CH:31]([CH3:35])[C:32](O)=[O:33].N12CCCN=C1CCCCC2.CN(C)CCCN=C=NCC. The catalyst is CN(C=O)C.C(OCC)(=O)C. The product is [CH3:8][CH:9]([CH3:27])[CH2:10][CH2:11][NH:12][C:13]([C:15]1[N:16]=[N:17][C:18]([N:21]2[CH2:26][CH2:25][N:24]([C:32](=[O:33])[CH:31]([CH3:35])[CH2:30][C:29]([F:37])([F:36])[F:28])[CH2:23][CH2:22]2)=[CH:19][CH:20]=1)=[O:14]. The yield is 0.750. (5) The reactants are [CH3:1][O:2][C:3]([C:5]1[C:9]([N+:10]([O-])=O)=[CH:8][NH:7][N:6]=1)=[O:4].N#N.[H][H]. The catalyst is [Pd].C(O)C. The product is [CH3:1][O:2][C:3]([C:5]1[C:9]([NH2:10])=[CH:8][NH:7][N:6]=1)=[O:4]. The yield is 0.989.